Dataset: Catalyst prediction with 721,799 reactions and 888 catalyst types from USPTO. Task: Predict which catalyst facilitates the given reaction. (1) Reactant: F[C:2]1[CH:7]=[CH:6][C:5]([N+:8]([O-:10])=[O:9])=[CH:4][CH:3]=1.[C:11]([O:15][C:16]([N:18]1[CH2:23][CH2:22][NH:21][CH2:20][CH2:19]1)=[O:17])([CH3:14])([CH3:13])[CH3:12].C(=O)([O-])[O-].[K+].[K+]. Product: [C:11]([O:15][C:16]([N:18]1[CH2:23][CH2:22][N:21]([C:2]2[CH:7]=[CH:6][C:5]([N+:8]([O-:10])=[O:9])=[CH:4][CH:3]=2)[CH2:20][CH2:19]1)=[O:17])([CH3:14])([CH3:12])[CH3:13]. The catalyst class is: 6. (2) Reactant: [CH3:1][O:2][C:3]1[C:4]([O:15][CH2:16][CH2:17][CH2:18][Cl:19])=[CH:5][C:6]([N+:12]([O-])=O)=[C:7]([CH:11]=1)[C:8]([OH:10])=[O:9].[H][H]. Product: [CH3:1][O:2][C:3]1[CH:11]=[C:7]([C:8]([OH:10])=[O:9])[C:6]([NH2:12])=[CH:5][C:4]=1[O:15][CH2:16][CH2:17][CH2:18][Cl:19]. The catalyst class is: 43.